Dataset: Catalyst prediction with 721,799 reactions and 888 catalyst types from USPTO. Task: Predict which catalyst facilitates the given reaction. (1) Reactant: [CH3:1][C:2]1[N:6]2[CH:7]=[CH:8][CH:9]=[C:10]([CH3:11])[C:5]2=[N:4][C:3]=1[CH2:12][C@@H:13]1[CH2:18][CH2:17][CH2:16][CH2:15][N:14]1C(OC(C)(C)C)=O.C(O)(C(F)(F)F)=O. The catalyst class is: 2. Product: [CH3:1][C:2]1[N:6]2[CH:7]=[CH:8][CH:9]=[C:10]([CH3:11])[C:5]2=[N:4][C:3]=1[CH2:12][C@@H:13]1[CH2:18][CH2:17][CH2:16][CH2:15][NH:14]1. (2) Reactant: [ClH:1].[CH3:2]/[C:3](/[CH2:12][CH2:13][CH:14]=[C:15]([CH3:17])[CH3:16])=[CH:4]\[CH2:5][CH2:6][C:7]([CH:9]1[CH2:11][CH2:10]1)=[CH2:8].[O-]S([O-])=O.[Na+].[Na+].C(OCC)(=O)C. Product: [Cl:1][CH2:11][CH2:10]/[CH:9]=[C:7](\[CH3:8])/[CH2:6][CH2:5][CH:4]=[C:3]([CH3:2])[CH2:12][CH2:13][CH:14]=[C:15]([CH3:17])[CH3:16]. The catalyst class is: 10. (3) The catalyst class is: 5. Reactant: [OH:1][C:2]1[C:10]([I:11])=[CH:9][C:5]([C:6]([OH:8])=[O:7])=[C:4]([CH3:12])[CH:3]=1.[C:13](Cl)(=O)C. Product: [CH3:13][O:7][C:6](=[O:8])[C:5]1[CH:9]=[C:10]([I:11])[C:2]([OH:1])=[CH:3][C:4]=1[CH3:12]. (4) Reactant: Br[C:2]1[CH:7]=[CH:6][C:5]([C@H:8]([C:19]2[CH:24]=[CH:23][CH:22]=[CH:21][C:20]=2[CH3:25])[CH2:9][C:10]([C:12]2[CH:17]=[CH:16][N:15]=[C:14]([CH3:18])[CH:13]=2)=[O:11])=[CH:4][CH:3]=1.CC1(C)C(C)(C)OB([C:34]2[CH2:39][CH2:38][N:37]([C:40]([O:42][C:43]([CH3:46])([CH3:45])[CH3:44])=[O:41])[CH2:36][CH:35]=2)O1.C(=O)([O-])[O-].[Na+].[Na+]. Product: [CH3:18][C:14]1[CH:13]=[C:12]([C:10](=[O:11])[CH2:9][C@H:8]([C:5]2[CH:6]=[CH:7][C:2]([C:34]3[CH2:39][CH2:38][N:37]([C:40]([O:42][C:43]([CH3:44])([CH3:45])[CH3:46])=[O:41])[CH2:36][CH:35]=3)=[CH:3][CH:4]=2)[C:19]2[CH:24]=[CH:23][CH:22]=[CH:21][C:20]=2[CH3:25])[CH:17]=[CH:16][N:15]=1. The catalyst class is: 38. (5) Reactant: [C:1]([C:3]1[CH:13]=[C:12]([F:14])[CH:11]=[CH:10][C:4]=1[O:5][CH2:6][C:7]([NH2:9])=[O:8])#[N:2].[OH-].[Na+]. Product: [NH2:2][C:1]1[C:3]2[CH:13]=[C:12]([F:14])[CH:11]=[CH:10][C:4]=2[O:5][C:6]=1[C:7]([NH2:9])=[O:8]. The catalyst class is: 14. (6) The catalyst class is: 1. Reactant: C[O:2][C:3](=O)[CH2:4][CH2:5][CH2:6][C@H:7]1[CH2:11][CH2:10][C@@H:9]([C:12]2[CH:17]=[CH:16][C:15]([F:18])=[CH:14][CH:13]=2)[N:8]1[S:19]([C:22]1[CH:27]=[CH:26][C:25]([CH3:28])=[CH:24][CH:23]=1)(=[O:21])=[O:20].[H-].[Al+3].[Li+].[H-].[H-].[H-]. Product: [F:18][C:15]1[CH:14]=[CH:13][C:12]([C@H:9]2[N:8]([S:19]([C:22]3[CH:23]=[CH:24][C:25]([CH3:28])=[CH:26][CH:27]=3)(=[O:21])=[O:20])[C@@H:7]([CH2:6][CH2:5][CH2:4][CH2:3][OH:2])[CH2:11][CH2:10]2)=[CH:17][CH:16]=1. (7) Reactant: [Br:1][C:2]1[CH:3]=[C:4]2[C:8](=[CH:9][CH:10]=1)[N:7]=[C:6](SC)[C:5]12[CH2:17][CH2:16][CH2:15][CH2:14][CH2:13]1.Cl.[CH2:19]([O:26][NH2:27])[C:20]1[CH:25]=[CH:24][CH:23]=[CH:22][CH:21]=1. Product: [CH2:19]([O:26][N:27]=[C:6]1[C:5]2([CH2:17][CH2:16][CH2:15][CH2:14][CH2:13]2)[C:4]2[C:8](=[CH:9][CH:10]=[C:2]([Br:1])[CH:3]=2)[NH:7]1)[C:20]1[CH:25]=[CH:24][CH:23]=[CH:22][CH:21]=1. The catalyst class is: 5. (8) Reactant: [CH3:1][O:2][C:3]1[CH:15]=[C:14]([O:16][CH3:17])[CH:13]=[CH:12][C:4]=1[CH2:5][NH:6][C:7]1[S:8][CH:9]=[CH:10][N:11]=1.C[Si]([N-][Si](C)(C)C)(C)C.[Li+].[Cl:28][C:29]1[C:38]2[C:33](=[CH:34][C:35]([S:39](OC3C(F)=C(F)C(F)=C(F)C=3F)(=[O:41])=[O:40])=[CH:36][CH:37]=2)[C:32]([F:54])=[CH:31][N:30]=1. Product: [Cl:28][C:29]1[C:38]2[C:33](=[CH:34][C:35]([S:39]([N:6]([CH2:5][C:4]3[CH:12]=[CH:13][C:14]([O:16][CH3:17])=[CH:15][C:3]=3[O:2][CH3:1])[C:7]3[S:8][CH:9]=[CH:10][N:11]=3)(=[O:41])=[O:40])=[CH:36][CH:37]=2)[C:32]([F:54])=[CH:31][N:30]=1. The catalyst class is: 7. (9) Reactant: Br[C:2]1[S:6][C:5]([S:7]([NH:10][C:11]2[CH:16]=[C:15]([N:17]3[CH2:22][C@H:21]([CH3:23])[NH:20][C@H:19]([CH3:24])[CH2:18]3)[CH:14]=[CH:13][C:12]=2[O:25][CH3:26])(=[O:9])=[O:8])=[CH:4][CH:3]=1.[CH3:27][O:28][CH2:29][C:30]1[CH:31]=[C:32](B(O)O)[CH:33]=[CH:34][CH:35]=1.CC(C)([O-])C.[K+]. Product: [CH3:24][C@H:19]1[NH:20][C@@H:21]([CH3:23])[CH2:22][N:17]([C:15]2[CH:14]=[CH:13][C:12]([O:25][CH3:26])=[C:11]([NH:10][S:7]([C:5]3[S:6][C:2]([C:34]4[CH:33]=[CH:32][CH:31]=[C:30]([CH2:29][O:28][CH3:27])[CH:35]=4)=[CH:3][CH:4]=3)(=[O:9])=[O:8])[CH:16]=2)[CH2:18]1. The catalyst class is: 108. (10) Reactant: [CH3:1][S:2][C:3]([NH:5][C:6](=[O:12])[O:7][C:8]([CH3:11])([CH3:10])[CH3:9])=[NH:4].[CH3:13][O:14][C:15]1[CH:20]=[CH:19][C:18]([C:21]2[C:25]([C:26](O)=[O:27])=[C:24]([CH3:29])[O:23][N:22]=2)=[CH:17][CH:16]=1.CCN=C=NCCCN(C)C.CCN(C(C)C)C(C)C. Product: [CH3:13][O:14][C:15]1[CH:16]=[CH:17][C:18]([C:21]2[C:25]([C:26]([N:5]([C:3]([S:2][CH3:1])=[NH:4])[C:6](=[O:12])[O:7][C:8]([CH3:9])([CH3:11])[CH3:10])=[O:27])=[C:24]([CH3:29])[O:23][N:22]=2)=[CH:19][CH:20]=1. The catalyst class is: 2.